From a dataset of Peptide-MHC class I binding affinity with 185,985 pairs from IEDB/IMGT. Regression. Given a peptide amino acid sequence and an MHC pseudo amino acid sequence, predict their binding affinity value. This is MHC class I binding data. (1) The peptide sequence is FMKVKFEAL. The MHC is HLA-B18:01 with pseudo-sequence HLA-B18:01. The binding affinity (normalized) is 0.0847. (2) The MHC is Mamu-A2201 with pseudo-sequence Mamu-A2201. The peptide sequence is FPFKYAAAW. The binding affinity (normalized) is 0.377.